From a dataset of Full USPTO retrosynthesis dataset with 1.9M reactions from patents (1976-2016). Predict the reactants needed to synthesize the given product. (1) The reactants are: [N:1]([CH2:4][C@@H:5]1[C@@H:9]([O:10][Si](C(C)(C)C)(C)C)[CH2:8][N:7]([C:18]([O:20][CH2:21][C:22]2[CH:27]=[CH:26][CH:25]=[CH:24][CH:23]=2)=[O:19])[CH2:6]1)=[N+:2]=[N-:3].[F-].C([N+](CCCC)(CCCC)CCCC)CCC.[Cl-].[Na+]. Given the product [N:1]([CH2:4][C@@H:5]1[C@@H:9]([OH:10])[CH2:8][N:7]([C:18]([O:20][CH2:21][C:22]2[CH:27]=[CH:26][CH:25]=[CH:24][CH:23]=2)=[O:19])[CH2:6]1)=[N+:2]=[N-:3], predict the reactants needed to synthesize it. (2) Given the product [CH2:22]([O:24][C:25]1[CH:26]=[C:27]([C:34](=[O:40])[CH2:35][CH2:36][C:37]([NH:21][C:13]2[CH:12]=[C:11]([C:8]3[CH:7]=[CH:6][C:5]([O:4][CH2:3][O:2][CH3:1])=[CH:10][CH:9]=3)[C:20]3[C:15](=[CH:16][CH:17]=[CH:18][CH:19]=3)[N:14]=2)=[O:38])[CH:28]=[CH:29][C:30]=1[O:31][CH2:32][CH3:33])[CH3:23], predict the reactants needed to synthesize it. The reactants are: [CH3:1][O:2][CH2:3][O:4][C:5]1[CH:10]=[CH:9][C:8]([C:11]2[C:20]3[C:15](=[CH:16][CH:17]=[CH:18][CH:19]=3)[N:14]=[C:13]([NH2:21])[CH:12]=2)=[CH:7][CH:6]=1.[CH2:22]([O:24][C:25]1[CH:26]=[C:27]([C:34](=[O:40])[CH2:35][CH2:36][C:37](O)=[O:38])[CH:28]=[CH:29][C:30]=1[O:31][CH2:32][CH3:33])[CH3:23].CCN=C=NCCCN(C)C.C1C=CC2N(O)N=NC=2C=1. (3) Given the product [CH:1]1(/[C:5](/[C:47]2[CH:52]=[N:51][C:50]([O:53][CH3:54])=[CH:49][C:48]=2[CH3:55])=[C:6](/[C:23]2[CH:24]=[CH:25][C:26](/[CH:29]=[CH:30]/[C:31]([O:33][C:34]([CH3:35])([CH3:37])[CH3:36])=[O:32])=[CH:27][CH:28]=2)\[C:7]2[CH:8]=[C:9]3[C:13](=[CH:14][CH:15]=2)[N:12]([CH:16]2[CH2:21][CH2:20][CH2:19][CH2:18][O:17]2)[N:11]=[C:10]3[F:22])[CH2:4][CH2:3][CH2:2]1, predict the reactants needed to synthesize it. The reactants are: [CH:1]1(/[C:5](/B2OCC(C)(C)CO2)=[C:6](/[C:23]2[CH:28]=[CH:27][C:26](/[CH:29]=[CH:30]/[C:31]([O:33][C:34]([CH3:37])([CH3:36])[CH3:35])=[O:32])=[CH:25][CH:24]=2)\[C:7]2[CH:8]=[C:9]3[C:13](=[CH:14][CH:15]=2)[N:12]([CH:16]2[CH2:21][CH2:20][CH2:19][CH2:18][O:17]2)[N:11]=[C:10]3[F:22])[CH2:4][CH2:3][CH2:2]1.Br[C:47]1[C:48]([CH3:55])=[CH:49][C:50]([O:53][CH3:54])=[N:51][CH:52]=1.[OH-].[K+]. (4) Given the product [CH2:21]([NH:2][C@@H:3]1[CH2:5][C@H:4]1[C:6]1[CH:11]=[CH:10][C:9]([NH:12][C:13](=[O:20])[C:14]2[CH:19]=[CH:18][CH:17]=[CH:16][CH:15]=2)=[CH:8][CH:7]=1)[C:22]1[CH:27]=[CH:26][CH:25]=[CH:24][CH:23]=1, predict the reactants needed to synthesize it. The reactants are: Cl.[NH2:2][C@@H:3]1[CH2:5][C@H:4]1[C:6]1[CH:11]=[CH:10][C:9]([NH:12][C:13](=[O:20])[C:14]2[CH:19]=[CH:18][CH:17]=[CH:16][CH:15]=2)=[CH:8][CH:7]=1.[CH:21](=O)[C:22]1[CH:27]=[CH:26][CH:25]=[CH:24][CH:23]=1.C(=O)([O-])O.[Na+].[BH4-].[Na+]. (5) The reactants are: [Cl:1][C:2]1[N:6]([C:7]2[CH:12]=[CH:11][C:10]([C:13]3[CH:17]=[CH:16][S:15][CH:14]=3)=[CH:9][CH:8]=2)[C:5]([C:18](OCC)=[O:19])=[C:4]([NH:23][C:24](=[O:28])[CH2:25][C:26]#[N:27])[CH:3]=1.[H-].[Na+].CO. Given the product [Cl:1][C:2]1[N:6]([C:7]2[CH:12]=[CH:11][C:10]([C:13]3[CH:17]=[CH:16][S:15][CH:14]=3)=[CH:9][CH:8]=2)[C:5]2[C:18]([OH:19])=[C:25]([C:26]#[N:27])[C:24](=[O:28])[NH:23][C:4]=2[CH:3]=1, predict the reactants needed to synthesize it. (6) Given the product [CH:3]1([CH2:2][NH:1][C:32]([C:28]2[N:29]([CH3:31])[CH:30]=[C:26]([NH:25][C:23]([C:18]3[C:17]([C:14]4[CH:13]=[CH:12][C:11]([C:10]([F:36])([F:9])[F:35])=[CH:16][CH:15]=4)=[CH:22][CH:21]=[CH:20][CH:19]=3)=[O:24])[CH:27]=2)=[O:33])[CH2:8][CH2:7][CH2:6][CH2:5][CH2:4]1, predict the reactants needed to synthesize it. The reactants are: [NH2:1][CH2:2][CH:3]1[CH2:8][CH2:7][CH2:6][CH2:5][CH2:4]1.[F:9][C:10]([F:36])([F:35])[C:11]1[CH:16]=[CH:15][C:14]([C:17]2[C:18]([C:23]([NH:25][C:26]3[CH:27]=[C:28]([C:32](O)=[O:33])[N:29]([CH3:31])[CH:30]=3)=[O:24])=[CH:19][CH:20]=[CH:21][CH:22]=2)=[CH:13][CH:12]=1.CN(C(ON1N=NC2C=CC=CC1=2)=[N+](C)C)C.[B-](F)(F)(F)F.C(N(CC)CC)C. (7) Given the product [Cl:1][C:2]1[CH:3]=[C:4]2[C:10]([CH2:11][CH2:12][NH:13][C:30]([C:27]3[CH:26]=[C:25]([CH2:24][C:23]4[CH:33]=[C:34]([F:37])[CH:35]=[CH:36][C:22]=4[F:21])[O:29][N:28]=3)=[O:31])=[C:9]([Si:14]([CH2:15][CH3:16])([CH2:19][CH3:20])[CH2:17][CH3:18])[NH:8][C:5]2=[N:6][CH:7]=1, predict the reactants needed to synthesize it. The reactants are: [Cl:1][C:2]1[CH:3]=[C:4]2[C:10]([CH2:11][CH2:12][NH2:13])=[C:9]([Si:14]([CH2:19][CH3:20])([CH2:17][CH3:18])[CH2:15][CH3:16])[NH:8][C:5]2=[N:6][CH:7]=1.[F:21][C:22]1[CH:36]=[CH:35][C:34]([F:37])=[CH:33][C:23]=1[CH2:24][C:25]1[O:29][N:28]=[C:27]([C:30](O)=[O:31])[CH:26]=1.CN(C(ON1N=NC2C=CC=NC1=2)=[N+](C)C)C.F[P-](F)(F)(F)(F)F.C(N(CC)C(C)C)(C)C. (8) Given the product [ClH:2].[NH2:47][CH2:46][C@H:43]1[CH2:44][CH2:45][C@H:40]([C:38]([NH:37][C@@H:16]([CH2:17][C:18]2[CH:23]=[CH:22][C:21]([C:24]3[CH:25]=[CH:26][C:27]([S:30](=[O:36])(=[O:35])[NH:31][CH2:32][CH2:33][OH:34])=[CH:28][CH:29]=3)=[CH:20][CH:19]=2)[C:15]([NH:14][C:11]2[CH:10]=[CH:9][C:8]([C:6]3[NH:7][C:3]([Cl:2])=[N:4][N:5]=3)=[CH:13][CH:12]=2)=[O:55])=[O:39])[CH2:41][CH2:42]1, predict the reactants needed to synthesize it. The reactants are: Cl.[Cl:2][C:3]1[NH:7][C:6]([C:8]2[CH:13]=[CH:12][C:11]([NH:14][C:15](=[O:55])[C@@H:16]([NH:37][C:38]([C@H:40]3[CH2:45][CH2:44][C@H:43]([CH2:46][NH:47]C(=O)OC(C)(C)C)[CH2:42][CH2:41]3)=[O:39])[CH2:17][C:18]3[CH:23]=[CH:22][C:21]([C:24]4[CH:29]=[CH:28][C:27]([S:30](=[O:36])(=[O:35])[NH:31][CH2:32][CH2:33][OH:34])=[CH:26][CH:25]=4)=[CH:20][CH:19]=3)=[CH:10][CH:9]=2)=[N:5][N:4]=1.C(#N)C.